The task is: Predict which catalyst facilitates the given reaction.. This data is from Catalyst prediction with 721,799 reactions and 888 catalyst types from USPTO. (1) The catalyst class is: 570. Product: [OH:6][C:7]1[C:12]2[O:13][C:14]3[CH:19]=[CH:18][C:17]([N+:20]([O-:22])=[O:21])=[CH:16][C:15]=3[C:11]=2[C:10]([CH:23]=[O:24])=[CH:9][CH:8]=1. Reactant: C1([O:6][C:7]2[C:12]3[O:13][C:14]4[CH:19]=[CH:18][C:17]([N+:20]([O-:22])=[O:21])=[CH:16][C:15]=4[C:11]=3[C:10]([CH:23]=[O:24])=[CH:9][CH:8]=2)CCCC1. (2) Reactant: [Br:1][C:2]1[CH:3]=[C:4]([CH2:9][CH2:10][C:11](=[NH:13])[NH2:12])[CH:5]=[CH:6][C:7]=1[F:8].[OH:14]/[CH:15]=[C:16](/[CH2:21][C:22]1[CH:23]=[N:24][C:25]([O:28][CH3:29])=[N:26][CH:27]=1)\[C:17](OC)=O.C([O-])([O-])=O.[K+].[K+]. Product: [Br:1][C:2]1[CH:3]=[C:4]([CH:5]=[CH:6][C:7]=1[F:8])[CH2:9][CH2:10][C:11]1[NH:12][CH:17]=[C:16]([CH2:21][C:22]2[CH:23]=[N:24][C:25]([O:28][CH3:29])=[N:26][CH:27]=2)[C:15](=[O:14])[N:13]=1. The catalyst class is: 37. (3) Reactant: [CH3:1][N:2]([C:12](=O)[CH2:13][CH2:14][CH2:15][CH2:16][C@H:17]1[C@@H:24]2[C@@H:20]([NH:21][C:22](=[O:25])[NH:23]2)[CH2:19][S:18]1)[CH2:3][CH2:4][CH2:5][CH2:6][CH2:7][C:8]([O:10][CH3:11])=[O:9].CSC.B.CO. Product: [CH3:1][N:2]([CH2:12][CH2:13][CH2:14][CH2:15][CH2:16][C@H:17]1[C@@H:24]2[C@@H:20]([NH:21][C:22](=[O:25])[NH:23]2)[CH2:19][S:18]1)[CH2:3][CH2:4][CH2:5][CH2:6][CH2:7][C:8]([O:10][CH3:11])=[O:9]. The catalyst class is: 7. (4) Reactant: [CH3:1][O:2][CH2:3][CH2:4][CH2:5][CH2:6][N:7]1[C:11]2[CH:12]=[CH:13][CH:14]=[CH:15][C:10]=2[N:9]=[C:8]1[C:16]([N:18]([CH2:38][CH:39]([CH3:41])[CH3:40])[C@H:19]1[CH2:24][C@@H:23]([C:25](=[O:30])N(OC)C)[CH2:22][N:21]([C:31]([O:33][C:34]([CH3:37])([CH3:36])[CH3:35])=[O:32])[CH2:20]1)=[O:17].[CH3:42][Mg]Br.C1COCC1.[Cl-].[NH4+]. Product: [C:25]([C@H:23]1[CH2:22][N:21]([C:31]([O:33][C:34]([CH3:36])([CH3:37])[CH3:35])=[O:32])[CH2:20][C@@H:19]([N:18]([C:16]([C:8]2[N:7]([CH2:6][CH2:5][CH2:4][CH2:3][O:2][CH3:1])[C:11]3[CH:12]=[CH:13][CH:14]=[CH:15][C:10]=3[N:9]=2)=[O:17])[CH2:38][CH:39]([CH3:40])[CH3:41])[CH2:24]1)(=[O:30])[CH3:42]. The catalyst class is: 1. (5) Reactant: [N+:1]([C:4]1[CH:9]=[CH:8][C:7]([NH:10][C:11]([N:13]2[CH2:18][CH2:17][CH2:16][CH:15]([C:19]3([CH2:30][C:31]4[CH:36]=[CH:35][CH:34]=[C:33]([Cl:37])[CH:32]=4)[C:27]4[C:22](=[CH:23][C:24]([Cl:28])=[CH:25][CH:26]=4)[NH:21][C:20]3=[O:29])[CH2:14]2)=[O:12])=[CH:6][CH:5]=1)([O-])=O.NN. Product: [NH2:1][C:4]1[CH:5]=[CH:6][C:7]([NH:10][C:11]([N:13]2[CH2:18][CH2:17][CH2:16][CH:15]([C:19]3([CH2:30][C:31]4[CH:36]=[CH:35][CH:34]=[C:33]([Cl:37])[CH:32]=4)[C:27]4[C:22](=[CH:23][C:24]([Cl:28])=[CH:25][CH:26]=4)[NH:21][C:20]3=[O:29])[CH2:14]2)=[O:12])=[CH:8][CH:9]=1. The catalyst class is: 171.